From a dataset of Peptide-MHC class II binding affinity with 134,281 pairs from IEDB. Regression. Given a peptide amino acid sequence and an MHC pseudo amino acid sequence, predict their binding affinity value. This is MHC class II binding data. (1) The peptide sequence is WLWYIKIFIMIVGGLIG. The MHC is DRB1_1101 with pseudo-sequence DRB1_1101. The binding affinity (normalized) is 0.203. (2) The peptide sequence is AFKVAATAATAAPAN. The MHC is DRB1_0401 with pseudo-sequence DRB1_0401. The binding affinity (normalized) is 0.848. (3) The peptide sequence is KENIKYEVAIFVHGP. The MHC is DRB5_0101 with pseudo-sequence DRB5_0101. The binding affinity (normalized) is 0.687. (4) The peptide sequence is LRLSALRGLFSAVIE. The MHC is DRB3_0101 with pseudo-sequence DRB3_0101. The binding affinity (normalized) is 0.176. (5) The peptide sequence is SPKARSERPAIVPPA. The MHC is DRB3_0101 with pseudo-sequence DRB3_0101. The binding affinity (normalized) is 0.310.